Dataset: Reaction yield outcomes from USPTO patents with 853,638 reactions. Task: Predict the reaction yield, written as a fraction of the theoretical maximum amount of product (1.0 means a 100% yield; for example, 0.34 means a 34% yield). (1) The reactants are [NH2:1][C@@H:2]1[C:11]2[C:6](=[CH:7][CH:8]=[CH:9][CH:10]=2)[C@H:5]([OH:12])[CH2:4][CH2:3]1.[H-].[Na+].F[C:16]1[CH:17]=[CH:18][C:19]2[N:20]([C:22]([N:25]3[CH2:31][CH2:30][CH2:29][CH2:28][CH2:27][CH2:26]3)=[N:23][N:24]=2)[CH:21]=1. The catalyst is CN(C=O)C.O. The product is [N:25]1([C:22]2[N:20]3[CH:21]=[C:16]([O:12][C@H:5]4[C:6]5[C:11](=[CH:10][CH:9]=[CH:8][CH:7]=5)[C@@H:2]([NH2:1])[CH2:3][CH2:4]4)[CH:17]=[CH:18][C:19]3=[N:24][N:23]=2)[CH2:26][CH2:27][CH2:28][CH2:29][CH2:30][CH2:31]1. The yield is 0.550. (2) The yield is 0.802. The product is [Br:9][C:5]1[C:6]([Cl:8])=[CH:7][C:2]2[N:1]=[C:36]([CH3:37])[O:10][C:3]=2[CH:4]=1. The catalyst is CCO. The reactants are [NH2:1][C:2]1[CH:7]=[C:6]([Cl:8])[C:5]([Br:9])=[CH:4][C:3]=1[OH:10].[Yb+3].FC(F)(F)S([O-])(=O)=O.FC(F)(F)S([O-])(=O)=O.FC(F)(F)S([O-])(=O)=O.[C:36](OC)(OC)(OC)[CH3:37]. (3) The reactants are [OH-].[K+].[CH2:3]([O:10][C:11]1[CH:21]=[CH:20][C:14]([C:15]([O:17]CC)=[O:16])=[CH:13][CH:12]=1)[C:4]1[CH:9]=[CH:8][CH:7]=[CH:6][CH:5]=1. The catalyst is CO. The product is [CH2:3]([O:10][C:11]1[CH:12]=[CH:13][C:14]([C:15]([OH:17])=[O:16])=[CH:20][CH:21]=1)[C:4]1[CH:5]=[CH:6][CH:7]=[CH:8][CH:9]=1. The yield is 1.00. (4) The reactants are [NH2:1][CH2:2][CH2:3][CH2:4][C@:5]([C@@H:22]1[CH2:27][CH2:26][CH2:25][N:24]([C:28]([O:30][C:31]([CH3:34])([CH3:33])[CH3:32])=[O:29])[CH2:23]1)([C:7]1[CH:12]=[CH:11][CH:10]=[C:9]([Cl:13])[C:8]=1[C:14]1[CH:19]=[CH:18][CH:17]=[C:16]([CH2:20][CH3:21])[CH:15]=1)[OH:6].CCN(CC)CC.[C:42](OC(=O)C)(=[O:44])[CH3:43]. The catalyst is C(Cl)Cl. The product is [C:42]([NH:1][CH2:2][CH2:3][CH2:4][C@:5]([C@@H:22]1[CH2:27][CH2:26][CH2:25][N:24]([C:28]([O:30][C:31]([CH3:33])([CH3:32])[CH3:34])=[O:29])[CH2:23]1)([C:7]1[CH:12]=[CH:11][CH:10]=[C:9]([Cl:13])[C:8]=1[C:14]1[CH:19]=[CH:18][CH:17]=[C:16]([CH2:20][CH3:21])[CH:15]=1)[OH:6])(=[O:44])[CH3:43]. The yield is 0.730. (5) The reactants are C(=O)([O-])[O-].[Na+].[Na+].Br[C:8]1[CH:9]=[C:10]([C:14]2[C:23]3[C:18](=[CH:19][C:20]([O:29][CH2:30][CH2:31][CH2:32][CH3:33])=[C:21]4[O:26][C:25]([CH3:28])([CH3:27])[CH2:24][C:22]4=3)[CH2:17][C:16]([CH3:35])([CH3:34])[N:15]=2)[CH:11]=[CH:12][CH:13]=1.[N:36]1[CH:41]=[CH:40][C:39](B(O)O)=[CH:38][CH:37]=1.C(OCC)(=O)C. The catalyst is O.CN(C)C=O.C1C=CC([P]([Pd]([P](C2C=CC=CC=2)(C2C=CC=CC=2)C2C=CC=CC=2)([P](C2C=CC=CC=2)(C2C=CC=CC=2)C2C=CC=CC=2)[P](C2C=CC=CC=2)(C2C=CC=CC=2)C2C=CC=CC=2)(C2C=CC=CC=2)C2C=CC=CC=2)=CC=1. The product is [CH2:30]([O:29][C:20]1[CH:19]=[C:18]2[C:23](=[C:22]3[CH2:24][C:25]([CH3:28])([CH3:27])[O:26][C:21]=13)[C:14]([C:10]1[CH:11]=[CH:12][CH:13]=[C:8]([C:39]3[CH:40]=[CH:41][N:36]=[CH:37][CH:38]=3)[CH:9]=1)=[N:15][C:16]([CH3:34])([CH3:35])[CH2:17]2)[CH2:31][CH2:32][CH3:33]. The yield is 0.500. (6) The reactants are [O:1]1[CH2:6][CH2:5][N:4]([C:7]2[CH:12]=[CH:11][C:10]([N:13]=[C:14]=S)=[CH:9][CH:8]=2)[CH2:3][CH2:2]1.C1(C([O-])=O)C=C(C)C=C(C)C=1.[NH2:27][N+:28]1[CH:33]=[CH:32][N:31]=[CH:30][C:29]=1[NH2:34].C(N(C(C)C)CC)(C)C.CCN=C=NCCCN(C)C.[Cl:55]CCl. No catalyst specified. The product is [Cl:55][C:30]1[C:29]2[N:28]([N:27]=[C:14]([NH:13][C:10]3[CH:11]=[CH:12][C:7]([N:4]4[CH2:5][CH2:6][O:1][CH2:2][CH2:3]4)=[CH:8][CH:9]=3)[N:34]=2)[CH:33]=[CH:32][N:31]=1. The yield is 0.842. (7) The reactants are [OH-].[K+].[Br:3][C:4]1[CH:5]=[CH:6][C:7]2[NH:8][C:9]3[C:14]([C:15]=2[CH:16]=1)=[CH:13][C:12]([Br:17])=[CH:11][CH:10]=3.Br[CH2:19][CH2:20][CH:21]1[O:23][CH2:22]1. The product is [Br:17][C:12]1[CH:11]=[CH:10][C:9]2[N:8]([CH2:19][CH2:20][CH:21]3[CH2:22][O:23]3)[C:7]3[C:15]([C:14]=2[CH:13]=1)=[CH:16][C:4]([Br:3])=[CH:5][CH:6]=3. The catalyst is CN(C=O)C.CCOC(C)=O. The yield is 0.979. (8) The reactants are Cl[C:2]1[N:7]=[CH:6][C:5]([O:8][C:9]2[CH:10]=[C:11]([N:15]3[CH2:20][CH2:19][O:18][CH2:17][CH2:16]3)[CH:12]=[CH:13][CH:14]=2)=[CH:4][CH:3]=1.[CH2:21]([O:28][C:29]1[CH:30]=[C:31]([CH:33]=[CH:34][CH:35]=1)[NH2:32])[C:22]1[CH:27]=[CH:26][CH:25]=[CH:24][CH:23]=1.C1(P(C2C=CC=CC=2)C2C3OC4C(=CC=CC=4P(C4C=CC=CC=4)C4C=CC=CC=4)C(C)(C)C=3C=CC=2)C=CC=CC=1.C(=O)([O-])[O-].[Cs+].[Cs+]. The catalyst is O1CCOCC1.C(OCC)(=O)C. The product is [CH2:21]([O:28][C:29]1[CH:30]=[C:31]([NH:32][C:2]2[CH:3]=[CH:4][C:5]([O:8][C:9]3[CH:14]=[CH:13][CH:12]=[C:11]([N:15]4[CH2:20][CH2:19][O:18][CH2:17][CH2:16]4)[CH:10]=3)=[CH:6][N:7]=2)[CH:33]=[CH:34][CH:35]=1)[C:22]1[CH:23]=[CH:24][CH:25]=[CH:26][CH:27]=1. The yield is 0.610.